Dataset: Catalyst prediction with 721,799 reactions and 888 catalyst types from USPTO. Task: Predict which catalyst facilitates the given reaction. (1) Reactant: [CH3:1][N:2]([CH2:4][C:5]1([C:11]2[CH:16]=[CH:15][C:14]([OH:17])=[CH:13][CH:12]=2)[CH2:10][CH2:9][O:8][CH2:7][CH2:6]1)[CH3:3].Cl[CH2:19][CH2:20][CH2:21][N:22]([CH2:25][CH3:26])[CH2:23][CH3:24].C([O-])([O-])=O.[K+].[K+]. Product: [CH3:3][N:2]([CH2:4][C:5]1([C:11]2[CH:16]=[CH:15][C:14]([O:17][CH2:19][CH2:20][CH2:21][N:22]([CH2:25][CH3:26])[CH2:23][CH3:24])=[CH:13][CH:12]=2)[CH2:6][CH2:7][O:8][CH2:9][CH2:10]1)[CH3:1]. The catalyst class is: 3. (2) Reactant: [C:1]([C:3]1[CH:4]=[C:5]([C:8]([OH:10])=O)[NH:6][CH:7]=1)#[N:2].ClC(N(C)C)=C(C)C.[C:19]([O:23][C:24]([N:26]1[CH2:31][CH2:30][CH:29]([C:32]2[CH:37]=[CH:36][C:35]([NH2:38])=[C:34]([C:39]3[CH2:44][CH2:43][CH2:42][CH2:41][CH:40]=3)[CH:33]=2)[CH2:28][CH2:27]1)=[O:25])([CH3:22])([CH3:21])[CH3:20]. Product: [C:19]([O:23][C:24]([N:26]1[CH2:31][CH2:30][CH:29]([C:32]2[CH:37]=[CH:36][C:35]([NH:38][C:8]([C:5]3[NH:6][CH:7]=[C:3]([C:1]#[N:2])[CH:4]=3)=[O:10])=[C:34]([C:39]3[CH2:44][CH2:43][CH2:42][CH2:41][CH:40]=3)[CH:33]=2)[CH2:28][CH2:27]1)=[O:25])([CH3:22])([CH3:20])[CH3:21]. The catalyst class is: 23. (3) Reactant: [CH3:1][O:2][C:3]1[CH:4]=[C:5]([CH:28]=[CH:29][C:30]=1[O:31][CH3:32])[CH2:6][N:7]1[C:16](=[O:17])[C:15]2[C:10](=[CH:11][CH:12]=[C:13]([OH:18])[CH:14]=2)[N:9]([CH:19]2[CH2:24][CH2:23][N:22]([CH:25]=[O:26])[CH2:21][CH2:20]2)[C:8]1=[O:27].C([O-])([O-])=O.[Cs+].[Cs+].Br[CH2:40][C:41]#[N:42]. Product: [CH3:1][O:2][C:3]1[CH:4]=[C:5]([CH:28]=[CH:29][C:30]=1[O:31][CH3:32])[CH2:6][N:7]1[C:16](=[O:17])[C:15]2[C:10](=[CH:11][CH:12]=[C:13]([O:18][CH2:40][C:41]#[N:42])[CH:14]=2)[N:9]([CH:19]2[CH2:24][CH2:23][N:22]([CH:25]=[O:26])[CH2:21][CH2:20]2)[C:8]1=[O:27]. The catalyst class is: 3. (4) Reactant: [H-].[Na+].[Br:3][C:4]1[CH:9]=[CH:8][CH:7]=[CH:6][C:5]=1S.Br[CH2:12][CH3:13].O[O:15][S:16]([O-:18])=O.[K+]. Product: [Br:3][C:4]1[CH:9]=[CH:8][CH:7]=[CH:6][C:5]=1[S:16]([CH2:12][CH3:13])(=[O:18])=[O:15]. The catalyst class is: 18. (5) Reactant: [CH3:1][O:2][C:3]1[CH:4]=[C:5]2[C:15]3[C:10](=[CH:11][N:12]=[C:13]([C:16]4[CH:17]=[N:18][N:19]([CH2:21][CH2:22][CH2:23][CH2:24][CH2:25][NH:26]C(=O)OC(C)(C)C)[CH:20]=4)[CH:14]=3)[NH:9][C:6]2=[N:7][CH:8]=1.Cl. Product: [CH3:1][O:2][C:3]1[CH:4]=[C:5]2[C:15]3[C:10](=[CH:11][N:12]=[C:13]([C:16]4[CH:17]=[N:18][N:19]([CH2:21][CH2:22][CH2:23][CH2:24][CH2:25][NH2:26])[CH:20]=4)[CH:14]=3)[NH:9][C:6]2=[N:7][CH:8]=1. The catalyst class is: 12. (6) Reactant: [N+:1]([C:4]1[CH:9]=[CH:8][CH:7]=[C:6]([C:10]([F:13])([F:12])[F:11])[C:5]=1[NH2:14])([O-:3])=[O:2].[Br:15]Br. Product: [Br:15][C:8]1[CH:7]=[C:6]([C:10]([F:11])([F:12])[F:13])[C:5]([NH2:14])=[C:4]([N+:1]([O-:3])=[O:2])[CH:9]=1. The catalyst class is: 15.